Dataset: Full USPTO retrosynthesis dataset with 1.9M reactions from patents (1976-2016). Task: Predict the reactants needed to synthesize the given product. (1) Given the product [C:20]1([NH:19][C:18]([C@H:10]2[N:9]([C:8](=[O:27])[C@H:7]([CH:1]3[CH2:2][CH2:3][CH2:4][CH2:5][CH2:6]3)[NH:28][C:29](=[O:42])[C@@H:30]([NH:32][CH2:40][CH3:41])[CH3:31])[C:13]3=[N:14][CH:15]=[CH:16][CH:17]=[C:12]3[CH2:11]2)=[O:26])[CH:21]=[CH:22][CH:23]=[CH:24][CH:25]=1, predict the reactants needed to synthesize it. The reactants are: [CH:1]1([C@H:7]([NH:28][C:29](=[O:42])[C@@H:30]([N:32]([CH2:40][CH3:41])C(=O)OC(C)(C)C)[CH3:31])[C:8](=[O:27])[N:9]2[C:13]3=[N:14][CH:15]=[CH:16][CH:17]=[C:12]3[CH2:11][C@H:10]2[C:18](=[O:26])[NH:19][C:20]2[CH:25]=[CH:24][CH:23]=[CH:22][CH:21]=2)[CH2:6][CH2:5][CH2:4][CH2:3][CH2:2]1.C(O)(C(F)(F)F)=O. (2) The reactants are: [C:1]([CH2:3][C:4](O)=[O:5])#[N:2].CCN=C=NCCCN(C)C.Cl.C1C=CC2N(O)N=NC=2C=1.[NH:29]1[CH2:33][CH2:32][CH2:31][CH:30]1[CH2:34][N:35]1[C:39]2[CH:40]=[CH:41][CH:42]=[CH:43][C:38]=2[N:37]=[C:36]1[NH:44][C:45](=[O:52])[C:46]1[CH:51]=[CH:50][CH:49]=[N:48][CH:47]=1. Given the product [C:1]([CH2:3][C:4]([N:29]1[CH2:33][CH2:32][CH2:31][CH:30]1[CH2:34][N:35]1[C:39]2[CH:40]=[CH:41][CH:42]=[CH:43][C:38]=2[N:37]=[C:36]1[NH:44][C:45](=[O:52])[C:46]1[CH:51]=[CH:50][CH:49]=[N:48][CH:47]=1)=[O:5])#[N:2], predict the reactants needed to synthesize it. (3) Given the product [CH3:1][C:2]1[C@@H:19]([O:20][C:21]([C@H:23]([OH:40])[C@@H:24]([NH:31][C:32]([C:34]2[CH:39]=[CH:38][CH:37]=[CH:36][CH:35]=2)=[O:33])[C:25]2[CH:26]=[CH:27][CH:28]=[CH:29][CH:30]=2)=[O:22])[CH2:18][C@:14]2([OH:41])[C:15]([CH3:16])([CH3:17])[C:3]=1[C@@H:4]([O:59][C:60]([CH3:62])=[O:61])[C:5]([C@@:7]1([CH3:58])[C@H:12]([C@@H:13]2[O:42][C:43]([C:45]2[CH:50]=[CH:49][CH:48]=[CH:47][CH:46]=2)=[O:44])[C@:11]2([O:53][C:54]([CH3:56])=[O:55])[CH2:51][O:52][C@@H:10]2[CH2:9][C@@H:8]1[OH:57])=[O:6].[OH2:6], predict the reactants needed to synthesize it. The reactants are: [CH3:1][C:2]1[C@@H:19]([O:20][C:21]([C@H:23]([OH:40])[C@@H:24]([NH:31][C:32]([C:34]2[CH:35]=[CH:36][CH:37]=[CH:38][CH:39]=2)=[O:33])[C:25]2[CH:26]=[CH:27][CH:28]=[CH:29][CH:30]=2)=[O:22])[CH2:18][C@:14]2([OH:41])[C:15]([CH3:17])([CH3:16])[C:3]=1[C@@H:4]([O:59][C:60]([CH3:62])=[O:61])[C:5]([C@@:7]1([CH3:58])[C@H:12]([C@@H:13]2[O:42][C:43]([C:45]2[CH:46]=[CH:47][CH:48]=[CH:49][CH:50]=2)=[O:44])[C@:11]2([O:53][C:54]([CH3:56])=[O:55])[CH2:51][O:52][C@@H:10]2[CH2:9][C@@H:8]1[OH:57])=[O:6]. (4) The reactants are: C([O:3][C:4](=[O:37])[C:5]([CH3:36])([O:7][C:8]1[CH:13]=[CH:12][C:11]([O:14][CH2:15][CH2:16][C:17]2[N:18]=[C:19]([C:23]3[CH:24]=[C:25]([C:29]4[CH:34]=[CH:33][C:32]([F:35])=[CH:31][CH:30]=4)[CH:26]=[CH:27][CH:28]=3)[O:20][C:21]=2[CH3:22])=[CH:10][CH:9]=1)[CH3:6])C.[OH-].[Na+]. Given the product [F:35][C:32]1[CH:31]=[CH:30][C:29]([C:25]2[CH:26]=[CH:27][CH:28]=[C:23]([C:19]3[O:20][C:21]([CH3:22])=[C:17]([CH2:16][CH2:15][O:14][C:11]4[CH:10]=[CH:9][C:8]([O:7][C:5]([CH3:36])([CH3:6])[C:4]([OH:37])=[O:3])=[CH:13][CH:12]=4)[N:18]=3)[CH:24]=2)=[CH:34][CH:33]=1, predict the reactants needed to synthesize it. (5) Given the product [C:25]([O:29][C:30]([N:32]1[CH2:33][CH2:34][CH2:35][C:36]1=[O:37])=[O:31])([CH3:28])([CH3:26])[CH3:27], predict the reactants needed to synthesize it. The reactants are: C1(C)C=CC(S([O-])(=O)=O)=CC=1.CN(C)C=[N+](C)C.CC(C)([O-])C.[K+].[C:25]([O:29][C:30]([N:32]1[C:36](=[O:37])[CH2:35][CH2:34][C@H:33]1CC1C=CC(C2C=CC=CC=2)=CC=1)=[O:31])([CH3:28])([CH3:27])[CH3:26]. (6) Given the product [CH3:22][N:19]1[CH2:20][CH2:21][C:9]2[N:8]([C:3]3[CH:4]=[CH:5][CH:6]=[CH:7][C:2]=3[C:26]3[CH:27]=[CH:28][N:23]=[CH:24][CH:25]=3)[C:16]3[CH:15]=[CH:14][C:13]([CH3:17])=[CH:12][C:11]=3[C:10]=2[CH2:18]1, predict the reactants needed to synthesize it. The reactants are: Br[C:2]1[CH:7]=[CH:6][CH:5]=[CH:4][C:3]=1[N:8]1[C:16]2[CH:15]=[CH:14][C:13]([CH3:17])=[CH:12][C:11]=2[C:10]2[CH2:18][N:19]([CH3:22])[CH2:20][CH2:21][C:9]1=2.[N:23]1[CH:28]=[CH:27][C:26](B(O)O)=[CH:25][CH:24]=1.[O-]P([O-])([O-])=O.[K+].[K+].[K+]. (7) Given the product [C:14]1([CH2:13][O:7][CH2:6][C:5]2[O:1][CH:2]=[N:3][CH:4]=2)[CH:19]=[CH:18][CH:17]=[CH:16][CH:15]=1, predict the reactants needed to synthesize it. The reactants are: [O:1]1[C:5]([CH2:6][OH:7])=[CH:4][N:3]=[CH:2]1.CN(C=O)C.[CH2:13](Br)[C:14]1[CH:19]=[CH:18][CH:17]=[CH:16][CH:15]=1.[H-].[Na+].